Dataset: NCI-60 drug combinations with 297,098 pairs across 59 cell lines. Task: Regression. Given two drug SMILES strings and cell line genomic features, predict the synergy score measuring deviation from expected non-interaction effect. (1) Drug 1: CCC1(C2=C(COC1=O)C(=O)N3CC4=CC5=C(C=CC(=C5CN(C)C)O)N=C4C3=C2)O.Cl. Drug 2: COCCOC1=C(C=C2C(=C1)C(=NC=N2)NC3=CC=CC(=C3)C#C)OCCOC.Cl. Cell line: SW-620. Synergy scores: CSS=28.3, Synergy_ZIP=1.08, Synergy_Bliss=-0.319, Synergy_Loewe=-21.5, Synergy_HSA=-1.54. (2) Drug 1: CS(=O)(=O)CCNCC1=CC=C(O1)C2=CC3=C(C=C2)N=CN=C3NC4=CC(=C(C=C4)OCC5=CC(=CC=C5)F)Cl. Drug 2: CC1C(C(CC(O1)OC2CC(CC3=C2C(=C4C(=C3O)C(=O)C5=C(C4=O)C(=CC=C5)OC)O)(C(=O)CO)O)N)O.Cl. Cell line: SNB-19. Synergy scores: CSS=28.4, Synergy_ZIP=-3.21, Synergy_Bliss=-0.0589, Synergy_Loewe=-20.3, Synergy_HSA=-0.937. (3) Drug 1: CC12CCC3C(C1CCC2=O)CC(=C)C4=CC(=O)C=CC34C. Drug 2: C1=NNC2=C1C(=O)NC=N2. Cell line: RPMI-8226. Synergy scores: CSS=22.8, Synergy_ZIP=8.53, Synergy_Bliss=7.40, Synergy_Loewe=-19.7, Synergy_HSA=1.98. (4) Drug 2: C1CCC(CC1)NC(=O)N(CCCl)N=O. Drug 1: CC12CCC(CC1=CCC3C2CCC4(C3CC=C4C5=CN=CC=C5)C)O. Synergy scores: CSS=17.8, Synergy_ZIP=-1.86, Synergy_Bliss=4.80, Synergy_Loewe=2.18, Synergy_HSA=3.53. Cell line: MALME-3M. (5) Drug 1: C1CCC(CC1)NC(=O)N(CCCl)N=O. Drug 2: CCCCC(=O)OCC(=O)C1(CC(C2=C(C1)C(=C3C(=C2O)C(=O)C4=C(C3=O)C=CC=C4OC)O)OC5CC(C(C(O5)C)O)NC(=O)C(F)(F)F)O. Cell line: KM12. Synergy scores: CSS=14.6, Synergy_ZIP=-7.39, Synergy_Bliss=-5.45, Synergy_Loewe=-1.63, Synergy_HSA=-1.82. (6) Drug 1: CS(=O)(=O)C1=CC(=C(C=C1)C(=O)NC2=CC(=C(C=C2)Cl)C3=CC=CC=N3)Cl. Drug 2: CCN(CC)CCNC(=O)C1=C(NC(=C1C)C=C2C3=C(C=CC(=C3)F)NC2=O)C. Cell line: CAKI-1. Synergy scores: CSS=21.1, Synergy_ZIP=1.75, Synergy_Bliss=6.53, Synergy_Loewe=0.297, Synergy_HSA=7.49. (7) Drug 1: CC=C1C(=O)NC(C(=O)OC2CC(=O)NC(C(=O)NC(CSSCCC=C2)C(=O)N1)C(C)C)C(C)C. Drug 2: CCC1(C2=C(COC1=O)C(=O)N3CC4=CC5=C(C=CC(=C5CN(C)C)O)N=C4C3=C2)O.Cl. Cell line: HOP-62. Synergy scores: CSS=56.3, Synergy_ZIP=1.31, Synergy_Bliss=0.987, Synergy_Loewe=-8.58, Synergy_HSA=2.63. (8) Drug 1: CN1C(=O)N2C=NC(=C2N=N1)C(=O)N. Drug 2: COC1=C2C(=CC3=C1OC=C3)C=CC(=O)O2. Cell line: SR. Synergy scores: CSS=14.3, Synergy_ZIP=-0.0994, Synergy_Bliss=3.65, Synergy_Loewe=3.97, Synergy_HSA=3.25. (9) Synergy scores: CSS=21.4, Synergy_ZIP=-2.99, Synergy_Bliss=5.24, Synergy_Loewe=-13.8, Synergy_HSA=3.48. Cell line: 786-0. Drug 1: CC1C(C(CC(O1)OC2CC(CC3=C2C(=C4C(=C3O)C(=O)C5=C(C4=O)C(=CC=C5)OC)O)(C(=O)C)O)N)O.Cl. Drug 2: C(CN)CNCCSP(=O)(O)O. (10) Drug 1: C1CC(=O)NC(=O)C1N2CC3=C(C2=O)C=CC=C3N. Drug 2: CC1=C(C(=O)C2=C(C1=O)N3CC4C(C3(C2COC(=O)N)OC)N4)N. Cell line: UACC62. Synergy scores: CSS=31.9, Synergy_ZIP=-13.5, Synergy_Bliss=-7.31, Synergy_Loewe=-26.7, Synergy_HSA=-5.82.